This data is from Catalyst prediction with 721,799 reactions and 888 catalyst types from USPTO. The task is: Predict which catalyst facilitates the given reaction. (1) Reactant: [CH3:1][N:2]1[C:14]2[C:13]3[N:12]=[C:11]([S:15]([CH3:18])(=O)=O)[N:10]=[CH:9][C:8]=3[CH2:7][CH2:6][C:5]=2[C:4]([C:19]([O:21][CH2:22][CH3:23])=[O:20])=[N:3]1.[CH:24]1[CH:29]=[CH:28]C(S)=[CH:26][CH:25]=1.[OH-:31].[Na+].Cl. Product: [CH3:1][N:2]1[C:14]2[C:13]3[N:12]=[C:11]([S:15][C:18]4[CH:28]=[CH:29][CH:24]=[CH:25][CH:26]=4)[N:10]=[CH:9][C:8]=3[CH2:7][CH2:6][C:5]=2[C:4]([C:19]([O:21][CH2:22][CH3:23])=[O:20])=[N:3]1.[CH2:29]([O:31][C:11]1[N:10]=[CH:9][C:8]2[CH2:7][CH2:6][C:5]3[C:4]([C:19]([O:21][CH2:22][CH3:23])=[O:20])=[N:3][N:2]([CH3:1])[C:14]=3[C:13]=2[N:12]=1)[CH3:24]. The catalyst class is: 8. (2) Reactant: [CH3:1][N:2]1[CH2:6][CH2:5][CH2:4][C@H:3]1[CH2:7][O:8][C:9]1[CH:21]=[CH:20][C:12]([C:13]([O:15][C:16]([CH3:19])([CH3:18])[CH3:17])=[O:14])=[C:11]([NH:22][CH:23]2[CH2:28][CH2:27][O:26][CH2:25][CH2:24]2)[CH:10]=1.[C:29](O[C:29]([C:31]([F:34])([F:33])[F:32])=[O:30])([C:31]([F:34])([F:33])[F:32])=[O:30]. Product: [CH3:1][N:2]1[CH2:6][CH2:5][CH2:4][C@H:3]1[CH2:7][O:8][C:9]1[CH:21]=[CH:20][C:12]([C:13]([O:15][C:16]([CH3:19])([CH3:17])[CH3:18])=[O:14])=[C:11]([N:22]([CH:23]2[CH2:28][CH2:27][O:26][CH2:25][CH2:24]2)[C:29](=[O:30])[C:31]([F:34])([F:33])[F:32])[CH:10]=1. The catalyst class is: 2. (3) Product: [C:25]([OH:32])(=[O:31])/[CH:26]=[CH:27]/[C:28]([OH:30])=[O:29].[NH2:1][CH2:2][C:3]1[C:4]([CH2:20][C:21]([CH3:24])([CH3:23])[CH3:22])=[N:5][C:6]([CH3:19])=[C:7]([C:11]=1[C:12]1[CH:17]=[CH:16][C:15]([CH3:18])=[CH:14][CH:13]=1)[C:8]([OH:10])=[O:9].[NH2:1][CH2:2][C:3]1[C:4]([CH2:20][C:21]([CH3:24])([CH3:23])[CH3:22])=[N:5][C:6]([CH3:19])=[C:7]([C:11]=1[C:12]1[CH:17]=[CH:16][C:15]([CH3:18])=[CH:14][CH:13]=1)[C:8]([OH:10])=[O:9]. Reactant: [NH2:1][CH2:2][C:3]1[C:4]([CH2:20][C:21]([CH3:24])([CH3:23])[CH3:22])=[N:5][C:6]([CH3:19])=[C:7]([C:11]=1[C:12]1[CH:17]=[CH:16][C:15]([CH3:18])=[CH:14][CH:13]=1)[C:8]([OH:10])=[O:9].[C:25]([OH:32])(=[O:31])/[CH:26]=[CH:27]/[C:28]([OH:30])=[O:29]. The catalyst class is: 6. (4) Reactant: [H-].[Al+3].[H-].[H-].[CH3:5][C:6]([CH2:14][CH2:15][CH2:16][CH:17]([CH3:24])[CH2:18][CH2:19][CH2:20][CH:21]([CH3:23])[CH3:22])=[CH:7][CH2:8][CH2:9][C:10](OC)=[O:11].S([O-])([O-])(=O)=O.[Na+].[Na+]. Product: [CH3:5][C:6]([CH2:14][CH2:15][CH2:16][CH:17]([CH3:24])[CH2:18][CH2:19][CH2:20][CH:21]([CH3:23])[CH3:22])=[CH:7][CH2:8][CH2:9][CH2:10][OH:11]. The catalyst class is: 7. (5) Reactant: [CH2:1]([C:13]1[CH:18]=[CH:17][C:16]([S:19](Cl)(=[O:21])=[O:20])=[CH:15][CH:14]=1)[CH2:2][CH2:3][CH2:4][CH2:5][CH2:6][CH2:7][CH2:8][CH2:9][CH2:10][CH2:11][CH3:12].[NH2:23][C:24]1[S:25][C:26]([CH2:29][OH:30])=[N:27][N:28]=1.Cl. Product: [CH2:1]([C:13]1[CH:18]=[CH:17][C:16]([S:19]([NH:23][C:24]2[S:25][C:26]([CH2:29][OH:30])=[N:27][N:28]=2)(=[O:21])=[O:20])=[CH:15][CH:14]=1)[CH2:2][CH2:3][CH2:4][CH2:5][CH2:6][CH2:7][CH2:8][CH2:9][CH2:10][CH2:11][CH3:12]. The catalyst class is: 17.